Dataset: Catalyst prediction with 721,799 reactions and 888 catalyst types from USPTO. Task: Predict which catalyst facilitates the given reaction. (1) Reactant: [ClH:1].[CH3:2][O:3][C:4](=[O:26])[C@@H:5]([NH2:25])[CH2:6][NH:7][C:8]([O:10][CH2:11][CH:12]1[C:24]2[CH:23]=[CH:22][CH:21]=[CH:20][C:19]=2[C:18]2[C:13]1=[CH:14][CH:15]=[CH:16][CH:17]=2)=[O:9].C([O-])(=O)C.[Na+].[C:32]1([C:40]2[CH:45]=[CH:44][CH:43]=[CH:42][CH:41]=2)[CH:37]=[CH:36][C:35]([CH:38]=O)=[CH:34][CH:33]=1.C([BH3-])#N.[Na+]. Product: [ClH:1].[CH3:2][O:3][C:4](=[O:26])[C@@H:5]([NH:25][CH2:38][C:35]1[CH:36]=[CH:37][C:32]([C:40]2[CH:41]=[CH:42][CH:43]=[CH:44][CH:45]=2)=[CH:33][CH:34]=1)[CH2:6][NH:7][C:8]([O:10][CH2:11][CH:12]1[C:13]2[CH:14]=[CH:15][CH:16]=[CH:17][C:18]=2[C:19]2[C:24]1=[CH:23][CH:22]=[CH:21][CH:20]=2)=[O:9]. The catalyst class is: 83. (2) Product: [C:1]1([CH3:11])[CH:6]=[CH:5][C:4]([S:7]([O:23][C@H:21]([CH2:20]/[CH:19]=[CH:18]/[C:14]2[CH:13]=[N:12][CH:17]=[CH:16][CH:15]=2)[CH3:22])(=[O:9])=[O:8])=[CH:3][CH:2]=1. The catalyst class is: 66. Reactant: [C:1]1([CH3:11])[CH:6]=[CH:5][C:4]([S:7](Cl)(=[O:9])=[O:8])=[CH:3][CH:2]=1.[N:12]1[CH:17]=[CH:16][CH:15]=[C:14](/[CH:18]=[CH:19]/[CH2:20][C@@H:21]([OH:23])[CH3:22])[CH:13]=1.C([O-])(O)=O.[Na+]. (3) Reactant: C([O:3][C:4]([C:6]1[C:7]2[CH2:8][C@@H:9]3[CH2:21][C@@H:10]3[C:11]=2[N:12]([C:14]2[CH:19]=[C:18]([Br:20])[CH:17]=[CH:16][N:15]=2)[N:13]=1)=[O:5])C.[OH-].[Na+]. Product: [Br:20][C:18]1[CH:17]=[CH:16][N:15]=[C:14]([N:12]2[C:11]3[C@H:10]4[CH2:21][C@H:9]4[CH2:8][C:7]=3[C:6]([C:4]([OH:5])=[O:3])=[N:13]2)[CH:19]=1. The catalyst class is: 92. (4) Reactant: [CH3:1][O:2][C:3]1[N:8]=[CH:7][C:6](B(O)O)=[CH:5][N:4]=1.Br[C:13]1[CH:14]=[C:15]([CH:17]=[CH:18][CH:19]=1)[NH2:16].C([O-])([O-])=O.[Na+].[Na+]. Product: [CH3:1][O:2][C:3]1[N:8]=[CH:7][C:6]([C:13]2[CH:14]=[C:15]([NH2:16])[CH:17]=[CH:18][CH:19]=2)=[CH:5][N:4]=1. The catalyst class is: 104. (5) Reactant: [OH:1][CH2:2][C:3]1[C:4]([C:24]2[CH:29]=[CH:28][C:27]([CH3:30])=[CH:26][CH:25]=2)=[C:5]([CH2:15][NH:16][C:17](=[O:23])[O:18][C:19]([CH3:22])([CH3:21])[CH3:20])[C:6]([CH2:10][C:11]([CH3:14])([CH3:13])[CH3:12])=[N:7][C:8]=1[CH3:9].C(N(CC)CC)C.[CH3:38][S:39](Cl)(=[O:41])=[O:40].C(=O)([O-])O.[Na+]. Product: [CH3:38][S:39]([O:1][CH2:2][C:3]1[C:8]([CH3:9])=[N:7][C:6]([CH2:10][C:11]([CH3:12])([CH3:13])[CH3:14])=[C:5]([CH2:15][NH:16][C:17]([O:18][C:19]([CH3:21])([CH3:22])[CH3:20])=[O:23])[C:4]=1[C:24]1[CH:29]=[CH:28][C:27]([CH3:30])=[CH:26][CH:25]=1)(=[O:41])=[O:40]. The catalyst class is: 7. (6) Reactant: [F:1][C:2]1[C:11]2=[CH:12][C:13]([F:15])=[CH:14][C:9]3=[C:10]2[C:4](=[N:5][NH:6][C:7]2[C:8]3=[CH:16][N:17]([CH3:26])[CH2:18][C:19]=2[C:20]2[CH2:21][CH2:22][NH:23][CH2:24][CH:25]=2)[CH:3]=1.C(N(CC)CC)C.[CH3:34][S:35](Cl)(=[O:37])=[O:36]. Product: [F:1][C:2]1[C:11]2=[CH:12][C:13]([F:15])=[CH:14][C:9]3=[C:10]2[C:4](=[N:5][NH:6][C:7]2[C:8]3=[CH:16][N:17]([CH3:26])[CH2:18][C:19]=2[C:20]2[CH2:21][CH2:22][N:23]([S:35]([CH3:34])(=[O:37])=[O:36])[CH2:24][CH:25]=2)[CH:3]=1. The catalyst class is: 4. (7) Reactant: [F:1][C:2]([F:19])([F:18])[O:3][C:4]1[CH:5]=[C:6]([CH:15]=[CH:16][CH:17]=1)[O:7][C:8]1[CH:9]=[C:10]([CH:12]=[CH:13][CH:14]=1)[NH2:11].[F:20][C:21]([F:34])([O:25][C:26]1[CH:27]=[C:28]([CH:31]=[CH:32][CH:33]=1)[CH:29]=O)[CH:22]([F:24])[F:23].C(O[BH-](OC(=O)C)OC(=O)C)(=O)C.[Na+].C(O)(=O)C. Product: [F:1][C:2]([F:18])([F:19])[O:3][C:4]1[CH:5]=[C:6]([CH:15]=[CH:16][CH:17]=1)[O:7][C:8]1[CH:9]=[C:10]([NH:11][CH2:29][C:28]2[CH:31]=[CH:32][CH:33]=[C:26]([O:25][C:21]([F:20])([F:34])[CH:22]([F:23])[F:24])[CH:27]=2)[CH:12]=[CH:13][CH:14]=1. The catalyst class is: 68. (8) Reactant: CO[C:3](=[O:27])[CH:4]([NH:11][C:12](=[O:26])[CH:13]([NH:18][C:19]([O:21][C:22]([CH3:25])([CH3:24])[CH3:23])=[O:20])[C:14]([CH3:17])([CH3:16])[CH3:15])[CH:5]1[CH2:10][CH2:9][CH2:8][CH2:7][CH2:6]1.[CH3:28][NH2:29]. Product: [C:22]([O:21][C:19](=[O:20])[NH:18][CH:13]([C:12](=[O:26])[NH:11][CH:4]([CH:5]1[CH2:10][CH2:9][CH2:8][CH2:7][CH2:6]1)[C:3](=[O:27])[NH:29][CH3:28])[C:14]([CH3:17])([CH3:15])[CH3:16])([CH3:24])([CH3:25])[CH3:23]. The catalyst class is: 301.